Predict the reactants needed to synthesize the given product. From a dataset of Full USPTO retrosynthesis dataset with 1.9M reactions from patents (1976-2016). (1) Given the product [C:1]1([CH3:21])[CH:6]=[C:5]([CH3:7])[CH:4]=[C:3]([CH3:8])[C:2]=1[S:9]([O:12][NH2:13])(=[O:11])=[O:10], predict the reactants needed to synthesize it. The reactants are: [C:1]1([CH3:21])[CH:6]=[C:5]([CH3:7])[CH:4]=[C:3]([CH3:8])[C:2]=1[S:9]([O:12][NH:13]C(=O)OC(C)(C)C)(=[O:11])=[O:10]. (2) Given the product [Cl:1][C:2]1[C:3]([CH:8]([C:10]2[CH:19]=[C:18]3[C:13]([CH:14]=[CH:15][CH:16]=[N:17]3)=[CH:12][CH:11]=2)[N:24]2[C:20](=[O:30])[C:21]3[C:22](=[CH:26][CH:27]=[CH:28][CH:29]=3)[C:23]2=[O:25])=[N:4][CH:5]=[CH:6][N:7]=1, predict the reactants needed to synthesize it. The reactants are: [Cl:1][C:2]1[C:3]([CH:8]([C:10]2[CH:19]=[C:18]3[C:13]([CH:14]=[CH:15][CH:16]=[N:17]3)=[CH:12][CH:11]=2)O)=[N:4][CH:5]=[CH:6][N:7]=1.[C:20]1(=[O:30])[NH:24][C:23](=[O:25])[C:22]2=[CH:26][CH:27]=[CH:28][CH:29]=[C:21]12.C1C=CC(P(C2C=CC=CC=2)C2C=CC=CC=2)=CC=1.CC(OC(/N=N/C(OC(C)C)=O)=O)C. (3) Given the product [CH2:27]1[C:35]2[C:30](=[CH:31][C:32]([C:2]3[C:3]([O:21][CH2:22][C:23]([F:26])([F:25])[F:24])=[N:4][CH:5]=[C:6]([CH:20]=3)[C:7]([NH:9][CH2:10][C:11]3[O:15][N:14]=[C:13]([C:16]([F:19])([F:18])[F:17])[N:12]=3)=[O:8])=[CH:33][CH:34]=2)[CH2:29][CH2:28]1, predict the reactants needed to synthesize it. The reactants are: Br[C:2]1[C:3]([O:21][CH2:22][C:23]([F:26])([F:25])[F:24])=[N:4][CH:5]=[C:6]([CH:20]=1)[C:7]([NH:9][CH2:10][C:11]1[O:15][N:14]=[C:13]([C:16]([F:19])([F:18])[F:17])[N:12]=1)=[O:8].[CH2:27]1[C:35]2[C:30](=[CH:31][C:32](B(O)O)=[CH:33][CH:34]=2)[CH2:29][CH2:28]1. (4) The reactants are: [NH2:1][C:2]1[CH:7]=[CH:6][CH:5]=[CH:4][CH:3]=1.[N:8]([O-])=O.[Na+].C([O-])(=O)C.[Na+].[CH3:17][O:18][C:19]([C:21]1[C:30]2[C:25](=[CH:26][CH:27]=[C:28]([NH2:31])[CH:29]=2)[N:24]=[C:23]([C:32]2[O:33][CH:34]=[CH:35][CH:36]=2)[CH:22]=1)=[O:20]. Given the product [CH3:17][O:18][C:19]([C:21]1[C:30]2[C:25](=[CH:26][CH:27]=[C:28]([NH2:31])[C:29]=2[N:8]=[N:1][C:2]2[CH:7]=[CH:6][CH:5]=[CH:4][CH:3]=2)[N:24]=[C:23]([C:32]2[O:33][CH:34]=[CH:35][CH:36]=2)[CH:22]=1)=[O:20], predict the reactants needed to synthesize it. (5) Given the product [OH:6][C@H:7]([CH2:30][O:31][C:32]1[CH:33]=[CH:34][CH:35]=[CH:36][CH:37]=1)[CH2:8][NH:9][CH2:10][C@H:11]1[CH2:20][CH2:19][C:18]2[C:13](=[CH:14][CH:15]=[C:16]([C:21]3[CH:26]=[CH:25][N:24]=[C:23]([C:27]([NH2:29])=[O:28])[CH:22]=3)[CH:17]=2)[O:12]1, predict the reactants needed to synthesize it. The reactants are: CC([Si](C)(C)[O:6][C@H:7]([CH2:30][O:31][C:32]1[CH:37]=[CH:36][CH:35]=[CH:34][CH:33]=1)[CH2:8][NH:9][CH2:10][C@H:11]1[CH2:20][CH2:19][C:18]2[C:13](=[CH:14][CH:15]=[C:16]([C:21]3[CH:26]=[CH:25][N:24]=[C:23]([C:27]([NH2:29])=[O:28])[CH:22]=3)[CH:17]=2)[O:12]1)(C)C.Cl. (6) Given the product [CH:39]1([C:37]([NH:36][C:34]2[N:35]=[C:30]3[CH:29]=[CH:28][C:27]([O:26][C:25]4[CH:24]=[C:23]([NH:22][C:8]([C:4]5[C:5]([CH3:7])=[CH:6][N:2]([CH3:1])[N:3]=5)=[O:10])[CH:44]=[CH:43][CH:42]=4)=[CH:32][N:31]3[N:33]=2)=[O:38])[CH2:40][CH2:41]1, predict the reactants needed to synthesize it. The reactants are: [CH3:1][N:2]1[CH:6]=[C:5]([CH3:7])[C:4]([C:8]([OH:10])=O)=[N:3]1.O1CCCC1.C(Cl)(=O)C(Cl)=O.[NH2:22][C:23]1[CH:24]=[C:25]([CH:42]=[CH:43][CH:44]=1)[O:26][C:27]1[CH:28]=[CH:29][C:30]2[N:31]([N:33]=[C:34]([NH:36][C:37]([CH:39]3[CH2:41][CH2:40]3)=[O:38])[N:35]=2)[CH:32]=1. (7) The reactants are: Br[C:2]1[CH:3]=[N:4][C:5]2[N:6]([CH:8]=[C:9]([CH2:11][O:12][C:13]3[CH:14]=[N:15][CH:16]=[C:17]([F:19])[CH:18]=3)[N:10]=2)[CH:7]=1.[F:20][C:21]1[CH:26]=[CH:25][C:24](B(O)O)=[C:23]([CH3:30])[CH:22]=1. Given the product [F:20][C:21]1[CH:26]=[CH:25][C:24]([C:2]2[CH:3]=[N:4][C:5]3[N:6]([CH:8]=[C:9]([CH2:11][O:12][C:13]4[CH:14]=[N:15][CH:16]=[C:17]([F:19])[CH:18]=4)[N:10]=3)[CH:7]=2)=[C:23]([CH3:30])[CH:22]=1, predict the reactants needed to synthesize it.